Dataset: NCI-60 drug combinations with 297,098 pairs across 59 cell lines. Task: Regression. Given two drug SMILES strings and cell line genomic features, predict the synergy score measuring deviation from expected non-interaction effect. (1) Drug 2: CN(CCCl)CCCl.Cl. Drug 1: CC1=C(C=C(C=C1)C(=O)NC2=CC(=CC(=C2)C(F)(F)F)N3C=C(N=C3)C)NC4=NC=CC(=N4)C5=CN=CC=C5. Cell line: COLO 205. Synergy scores: CSS=40.0, Synergy_ZIP=-5.38, Synergy_Bliss=-4.39, Synergy_Loewe=0.0465, Synergy_HSA=1.34. (2) Drug 1: CC1C(C(CC(O1)OC2CC(CC3=C2C(=C4C(=C3O)C(=O)C5=C(C4=O)C(=CC=C5)OC)O)(C(=O)CO)O)N)O.Cl. Drug 2: CC1=CC2C(CCC3(C2CCC3(C(=O)C)OC(=O)C)C)C4(C1=CC(=O)CC4)C. Cell line: OVCAR3. Synergy scores: CSS=5.73, Synergy_ZIP=6.45, Synergy_Bliss=19.1, Synergy_Loewe=4.33, Synergy_HSA=4.79. (3) Drug 1: CCC1(CC2CC(C3=C(CCN(C2)C1)C4=CC=CC=C4N3)(C5=C(C=C6C(=C5)C78CCN9C7C(C=CC9)(C(C(C8N6C)(C(=O)OC)O)OC(=O)C)CC)OC)C(=O)OC)O. Drug 2: CCN(CC)CCNC(=O)C1=C(NC(=C1C)C=C2C3=C(C=CC(=C3)F)NC2=O)C. Cell line: SK-OV-3. Synergy scores: CSS=60.0, Synergy_ZIP=2.97, Synergy_Bliss=4.03, Synergy_Loewe=3.62, Synergy_HSA=8.29. (4) Drug 1: C1CC(=O)NC(=O)C1N2CC3=C(C2=O)C=CC=C3N. Drug 2: CC1C(C(CC(O1)OC2CC(CC3=C2C(=C4C(=C3O)C(=O)C5=CC=CC=C5C4=O)O)(C(=O)C)O)N)O. Cell line: NCI-H226. Synergy scores: CSS=42.4, Synergy_ZIP=-0.696, Synergy_Bliss=-0.119, Synergy_Loewe=-32.8, Synergy_HSA=0.849. (5) Drug 1: CCCS(=O)(=O)NC1=C(C(=C(C=C1)F)C(=O)C2=CNC3=C2C=C(C=N3)C4=CC=C(C=C4)Cl)F. Drug 2: CS(=O)(=O)OCCCCOS(=O)(=O)C. Cell line: DU-145. Synergy scores: CSS=4.37, Synergy_ZIP=0.850, Synergy_Bliss=3.98, Synergy_Loewe=0.238, Synergy_HSA=0.512. (6) Drug 1: C1CCN(CC1)CCOC2=CC=C(C=C2)C(=O)C3=C(SC4=C3C=CC(=C4)O)C5=CC=C(C=C5)O. Drug 2: CC1=C(C=C(C=C1)NC2=NC=CC(=N2)N(C)C3=CC4=NN(C(=C4C=C3)C)C)S(=O)(=O)N.Cl. Cell line: SF-539. Synergy scores: CSS=20.5, Synergy_ZIP=-1.93, Synergy_Bliss=2.32, Synergy_Loewe=2.49, Synergy_HSA=4.50. (7) Drug 1: CN(CC1=CN=C2C(=N1)C(=NC(=N2)N)N)C3=CC=C(C=C3)C(=O)NC(CCC(=O)O)C(=O)O. Cell line: SW-620. Synergy scores: CSS=48.6, Synergy_ZIP=-1.75, Synergy_Bliss=-6.04, Synergy_Loewe=-30.1, Synergy_HSA=-6.15. Drug 2: CC1(CCCN1)C2=NC3=C(C=CC=C3N2)C(=O)N. (8) Drug 1: CC1C(C(=O)NC(C(=O)N2CCCC2C(=O)N(CC(=O)N(C(C(=O)O1)C(C)C)C)C)C(C)C)NC(=O)C3=C4C(=C(C=C3)C)OC5=C(C(=O)C(=C(C5=N4)C(=O)NC6C(OC(=O)C(N(C(=O)CN(C(=O)C7CCCN7C(=O)C(NC6=O)C(C)C)C)C)C(C)C)C)N)C. Drug 2: CC(C)(C#N)C1=CC(=CC(=C1)CN2C=NC=N2)C(C)(C)C#N. Cell line: RPMI-8226. Synergy scores: CSS=52.2, Synergy_ZIP=-0.564, Synergy_Bliss=-0.0282, Synergy_Loewe=-17.9, Synergy_HSA=-0.547. (9) Drug 1: COC1=C2C(=CC3=C1OC=C3)C=CC(=O)O2. Drug 2: CC1CCCC2(C(O2)CC(NC(=O)CC(C(C(=O)C(C1O)C)(C)C)O)C(=CC3=CSC(=N3)C)C)C. Cell line: HS 578T. Synergy scores: CSS=53.0, Synergy_ZIP=0.843, Synergy_Bliss=-0.753, Synergy_Loewe=-28.4, Synergy_HSA=0.0956.